Dataset: Retrosynthesis with 50K atom-mapped reactions and 10 reaction types from USPTO. Task: Predict the reactants needed to synthesize the given product. (1) Given the product CC(C)Cn1c(CN)c(-c2cccs2)c2cc(C(=O)O)ccc2c1=O, predict the reactants needed to synthesize it. The reactants are: CC(C)Cn1c(CNC(=O)OC(C)(C)C)c(-c2cccs2)c2cc(C(=O)O)ccc2c1=O. (2) Given the product Nc1nccc(F)c1O, predict the reactants needed to synthesize it. The reactants are: O=[N+]([O-])c1nccc(F)c1O. (3) Given the product O=C(CCC(=O)c1ccc2c(c1)CCO2)Nc1cc(-c2ccc(CN3CCOCC3)cc2)cc(-c2ccccc2)n1, predict the reactants needed to synthesize it. The reactants are: CC1(C)OB(c2ccc(CN3CCOCC3)cc2)OC1(C)C.O=C(CCC(=O)c1ccc2c(c1)CCO2)Nc1cc(Cl)cc(-c2ccccc2)n1. (4) Given the product CC(C(=O)NCc1ccc(C(F)(F)F)nc1N1CCCC1)c1ccc(C#N)cc1, predict the reactants needed to synthesize it. The reactants are: CC(C(=O)O)c1ccc(C#N)cc1.NCc1ccc(C(F)(F)F)nc1N1CCCC1. (5) Given the product CCn1nc(NCC(=O)NC2CN(C3CCC(O)(c4cnc(C)s4)CC3)C2)c2cc(C(F)(F)F)ccc21, predict the reactants needed to synthesize it. The reactants are: CCn1nc(NCC(=O)NC2CNC2)c2cc(C(F)(F)F)ccc21.Cc1ncc(C2(O)CCC(=O)CC2)s1. (6) Given the product O=C(NCc1ccccc1)Nc1nnc(-c2ccc(CN3CCCCCC3)s2)o1, predict the reactants needed to synthesize it. The reactants are: Nc1nnc(-c2ccc(CN3CCCCCC3)s2)o1.O=C=NCc1ccccc1.